Task: Predict which catalyst facilitates the given reaction.. Dataset: Catalyst prediction with 721,799 reactions and 888 catalyst types from USPTO (1) Reactant: Br[CH:2]([CH3:13])[C:3]([C:5]1[CH:10]=[CH:9][CH:8]=[CH:7][C:6]=1[O:11][CH3:12])=O.[CH3:14][O:15][C:16](=[O:24])[CH2:17][CH2:18][CH2:19][CH2:20][C:21](=[O:23])[NH2:22]. Product: [CH3:14][O:15][C:16](=[O:24])[CH2:17][CH2:18][CH2:19][CH2:20][C:21]1[O:23][C:2]([CH3:13])=[C:3]([C:5]2[CH:10]=[CH:9][CH:8]=[CH:7][C:6]=2[O:11][CH3:12])[N:22]=1. The catalyst class is: 5. (2) The catalyst class is: 8. Reactant: [NH2:1][CH2:2][CH2:3][C:4]([OH:6])=[O:5].O.[CH2:8]([O:15][C:16](=[O:19])[CH:17]=[CH2:18])[C:9]1[CH:14]=[CH:13][CH:12]=[CH:11][CH:10]=1. Product: [CH2:8]([O:15][C:16]([CH2:17][CH2:18][NH:1][CH2:2][CH2:3][C:4]([OH:6])=[O:5])=[O:19])[C:9]1[CH:14]=[CH:13][CH:12]=[CH:11][CH:10]=1. (3) Reactant: [N:1]1([CH2:6][C:7]2[CH:23]=[CH:22][C:10]([CH2:11][N:12]3[C:16]4=[C:17](Br)[N:18]=[CH:19][CH:20]=[C:15]4[CH:14]=[N:13]3)=[CH:9][CH:8]=2)[CH:5]=[CH:4][CH:3]=[N:2]1.[NH2:24][CH2:25][C:26]1[CH:27]=[C:28]2[C:33](=[CH:34][CH:35]=1)[C:32]([NH2:36])=[N:31][CH:30]=[CH:29]2. Product: [N:1]1([CH2:6][C:7]2[CH:23]=[CH:22][C:10]([CH2:11][N:12]3[C:16]4=[C:17]([NH:24][CH2:25][C:26]5[CH:27]=[C:28]6[C:33](=[CH:34][CH:35]=5)[C:32]([NH2:36])=[N:31][CH:30]=[CH:29]6)[N:18]=[CH:19][CH:20]=[C:15]4[CH:14]=[N:13]3)=[CH:9][CH:8]=2)[CH:5]=[CH:4][CH:3]=[N:2]1. The catalyst class is: 114.